This data is from Experimentally validated miRNA-target interactions with 360,000+ pairs, plus equal number of negative samples. The task is: Binary Classification. Given a miRNA mature sequence and a target amino acid sequence, predict their likelihood of interaction. (1) The miRNA is hsa-miR-5187-3p with sequence ACUGAAUCCUCUUUUCCUCAG. The protein sequence of the target gene is MRRFVYCKVVLATSLMWVLVDVFLLLYFSECNKCDDKKERSLLPALRAVISRNQEGPGEMGKAVLIPKDDQEKMKELFKINQFNLMASDLIALNRSLPDVRLEGCKTKVYPDELPNTSVVIVFHNEAWSTLLRTVYSVINRSPHYLLSEVILVDDASERDFLKLTLENYVKTLEVPVKIIRMEERSGLIRARLRGAAASKGQVITFLDAHCECTLGWLEPLLARIKEDRKTVVCPIIDVISDDTFEYMAGSDMTYGGFNWKLNFRWYPVPQREMDRRKGDRTLPVRTPTMAGGLFSIDRN.... Result: 0 (no interaction). (2) The miRNA is hsa-miR-636 with sequence UGUGCUUGCUCGUCCCGCCCGCA. The protein sequence of the target gene is MDRPGFVAALVAGGVAGVSVDLILFPLDTIKTRLQSPQGFSKAGGFHGIYAGVPSAAIGSFPNAAAFFITYEYVKWFLHADSSSYLTPMKHMLAASAGEVVACLIRVPSEVVKQRAQVSASTRTFQIFSNILYEEGIQGLYRGYKSTVLREIPFSLVQFPLWESLKALWSWRQDHVVDSWQSAVCGAFAGGFAAAVTTPLDVAKTRITLAKAGSSTADGNVLSVLHGVWRSQGLAGLFAGVFPRMAAISLGGFIFLGAYDRTHSLLLEVGRKSP. Result: 0 (no interaction). (3) The miRNA is mmu-miR-31-5p with sequence AGGCAAGAUGCUGGCAUAGCUG. The protein sequence of the target gene is MTTEKSLAAEAENSQHQQQKEEGEGATNSGQQETQLEEASQAAAAEGSDQGEQKLKASNGDTPTHEDLTKNKERTSESRGLSRLLSSFLKRPKSQVSEEEGREVESEKEKGEGGQKEIELGNSLDEDIILKAPIAAPEPELKTDPSLDLHSLSSIETQPAQEEHREDPDSETKEGEGIEECSGTEVKEDPESRAEREPEASQKPVRRHRNMHCKVSLLDDTVYECVVEKHAKGQDLLKRVCEHLNLLEEDYFGLALWDSATSKTWLDSAKEIKKQVRGVPWNFTFNVKFYPPDPAQLTED.... Result: 0 (no interaction). (4) The protein sequence of the target gene is MGDTFIRHIALLGFEKRFIPSQHYVYMFLVKWQDLSEKVVYRKFTEIYEFHKMLKEMFPIEAGEIHTENRVIPHLPAPRWFDGQRAAESRQGTLTEYFNGLMGLPVKISRCPHLLDFFKVRPDDLKLPTDSQAKKPETYLVPKDGKNNVADITGPIILQTYRAIADYEKSSGTEMTVATGDVVDVVEKSESGWWFCQMKTKRGWVPASYLEPLDSPDEAEDPDPNYAGEPYVTIKAYAAVEEDEMSLSEGEAIEVIHKLLDGWWVVRKGDITGYFPSMYLQKAGEEITQAQRQIRGRGAP.... Result: 0 (no interaction). The miRNA is hsa-miR-4664-5p with sequence UGGGGUGCCCACUCCGCAAGUU. (5) The miRNA is mmu-miR-15a-5p with sequence UAGCAGCACAUAAUGGUUUGUG. The protein sequence of the target gene is MSTPGKENFRLKSYKNKSLNPDEMRRRREEEGLQLRKQKREEQLFKRRNVATAEEETEEEVMSDGGFHEAQINNMEMAPGGVITSDMTDMIFSNSPEQQLSATQKFRKLLSKEPNPPIDEVINTPGVVARFVEFLKRKENCTLQFESAWVLTNIASGNSLQTRNVIQAGAVPIFIELLSSEFEDVQEQAVWALGNIAGDSTMCRDYVLNCNILPPLLQLFSKQNRLTMTRNAVWALSNLCRGKSPPPEFAKVSPCLNVLSWLLFVSDTDVLADACWALSYLSDGPNDKIQAVIDAGVCRR.... Result: 1 (interaction). (6) The miRNA is hsa-miR-150-3p with sequence CUGGUACAGGCCUGGGGGACAG. The protein sequence of the target gene is MDVFAFNASLSMCKDVAGIAGNIFAFGLFVSPMPTFRRIMRNKSTEQFSGLPYIYALLNCLICLWYGTPFISHSNAMLMTVNSVGATFQLCYIILFIMHTDKKNKMKMLGLLFVVFAVVGVIVAGSLQIPDQLTRWYFVGFLSCGSLVSMFASPLFVINLVIRTKSVEFMPFYLSLSTFLMSASFLLYGLFNSDAFVYTPNGIGTILGIVQLALYCYYHRNSIEEETKEPLIVSYV. Result: 0 (no interaction). (7) The miRNA is hsa-miR-1229-3p with sequence CUCUCACCACUGCCCUCCCACAG. The protein sequence of the target gene is MRFQVALLLLSVAVARALPSVYKRDADSGDSQNPPNQPSKQSSTPLPSSNQVKTTRPTDGQGQKSDKKDQDKTTLAAVSSKAESGPRTAATDHSLGDSRRQPEKTDAELNETARPLSPVNPKLEKSDQSSTEDSGKPTGGNSGKPTGGDSGKPTEAGSNKATEDDSGKSTKVDLDKPTSKISPDTETSKTDKVQPTEKGQKPTLTSKTESGETLAGDSDFSLKPEKGDKSSEPTEDVETKEIEEGDTEPEEGSPLEEENEKVPGPSSSENQEGTLTDSMKNEKDDLYKDSSGNTSAESSH.... Result: 0 (no interaction).